Dataset: Full USPTO retrosynthesis dataset with 1.9M reactions from patents (1976-2016). Task: Predict the reactants needed to synthesize the given product. (1) Given the product [C:13]([O:7][CH:5]([CH2:4][CH2:3][CH:2]([O:8][C:20](=[O:27])[C:21]1[CH:26]=[CH:25][CH:24]=[CH:23][CH:22]=1)[CH3:1])[CH3:6])(=[O:9])[C:12]1[CH:17]=[CH:16][CH:15]=[CH:10][CH:11]=1, predict the reactants needed to synthesize it. The reactants are: [CH3:1][CH:2]([OH:8])[CH2:3][CH2:4][CH:5]([OH:7])[CH3:6].[O:9]1[CH2:13][CH2:12][CH2:11][CH2:10]1.N1C=C[CH:17]=[CH:16][CH:15]=1.[C:20](Cl)(=[O:27])[C:21]1[CH:26]=[CH:25][CH:24]=[CH:23][CH:22]=1. (2) Given the product [Cl:41][C:29]1[CH:28]=[C:27]([NH:26][C:24]2[C:25]3[N:17]([CH2:16][CH2:15][O:14][CH2:13][CH2:12][OH:11])[CH:18]=[CH:19][C:20]=3[N:21]=[CH:22][N:23]=2)[CH:32]=[CH:31][C:30]=1[O:33][C:34]1[CH:35]=[C:36]([NH:40][C:46]([C:43]2([CH3:42])[CH2:45][CH2:44]2)=[O:47])[CH:37]=[CH:38][CH:39]=1, predict the reactants needed to synthesize it. The reactants are: Cl.Cl.C([O:11][CH2:12][CH2:13][O:14][CH2:15][CH2:16][N:17]1[C:25]2[C:24]([NH:26][C:27]3[CH:32]=[CH:31][C:30]([O:33][C:34]4[CH:39]=[CH:38][CH:37]=[C:36]([NH2:40])[CH:35]=4)=[C:29]([Cl:41])[CH:28]=3)=[N:23][CH:22]=[N:21][C:20]=2[CH:19]=[CH:18]1)(=O)C1C=CC=CC=1.[CH3:42][C:43]1([C:46](O)=[O:47])[CH2:45][CH2:44]1.Cl.C(N=C=NCCCN(C)C)C.ON1C2C=CC=CC=2N=N1.[OH-].[Na+]. (3) Given the product [CH2:1]([O:30][C:28](=[O:29])[C@H:17]([NH:16][C:14]([O:13][C:9]([CH3:11])([CH3:10])[CH3:12])=[O:15])[CH2:18][C:19]1[CH:24]=[CH:23][C:22]([OH:25])=[C:21]([O:26][CH3:27])[CH:20]=1)[C:2]1[CH:7]=[CH:6][CH:5]=[CH:4][CH:3]=1, predict the reactants needed to synthesize it. The reactants are: [CH2:1](Br)[C:2]1[CH:7]=[CH:6][CH:5]=[CH:4][CH:3]=1.[C:9]([O:13][C:14]([NH:16][C@@H:17]([C:28]([OH:30])=[O:29])[CH2:18][C:19]1[CH:24]=[CH:23][C:22]([OH:25])=[C:21]([O:26][CH3:27])[CH:20]=1)=[O:15])([CH3:12])([CH3:11])[CH3:10].C(N(CC)C(C)C)(C)C.